The task is: Regression. Given a peptide amino acid sequence and an MHC pseudo amino acid sequence, predict their binding affinity value. This is MHC class I binding data.. This data is from Peptide-MHC class I binding affinity with 185,985 pairs from IEDB/IMGT. (1) The peptide sequence is FPRSAERAG. The MHC is HLA-B58:01 with pseudo-sequence HLA-B58:01. The binding affinity (normalized) is 0.0847. (2) The peptide sequence is EKFFPSSSY. The MHC is HLA-A26:01 with pseudo-sequence HLA-A26:01. The binding affinity (normalized) is 0.0847. (3) The peptide sequence is FYFTNDVSFL. The MHC is HLA-A26:01 with pseudo-sequence HLA-A26:01. The binding affinity (normalized) is 0.155.